From a dataset of NCI-60 drug combinations with 297,098 pairs across 59 cell lines. Regression. Given two drug SMILES strings and cell line genomic features, predict the synergy score measuring deviation from expected non-interaction effect. (1) Drug 1: CC1C(C(CC(O1)OC2CC(OC(C2O)C)OC3=CC4=CC5=C(C(=O)C(C(C5)C(C(=O)C(C(C)O)O)OC)OC6CC(C(C(O6)C)O)OC7CC(C(C(O7)C)O)OC8CC(C(C(O8)C)O)(C)O)C(=C4C(=C3C)O)O)O)O. Drug 2: CN(C(=O)NC(C=O)C(C(C(CO)O)O)O)N=O. Cell line: MCF7. Synergy scores: CSS=8.43, Synergy_ZIP=-0.707, Synergy_Bliss=-1.80, Synergy_Loewe=-47.3, Synergy_HSA=-1.51. (2) Cell line: HCT-15. Drug 1: C1=CC(=CC=C1CCCC(=O)O)N(CCCl)CCCl. Drug 2: COC1=NC(=NC2=C1N=CN2C3C(C(C(O3)CO)O)O)N. Synergy scores: CSS=12.6, Synergy_ZIP=2.46, Synergy_Bliss=-2.79, Synergy_Loewe=-20.5, Synergy_HSA=-5.91. (3) Drug 1: CC1C(C(=O)NC(C(=O)N2CCCC2C(=O)N(CC(=O)N(C(C(=O)O1)C(C)C)C)C)C(C)C)NC(=O)C3=C4C(=C(C=C3)C)OC5=C(C(=O)C(=C(C5=N4)C(=O)NC6C(OC(=O)C(N(C(=O)CN(C(=O)C7CCCN7C(=O)C(NC6=O)C(C)C)C)C)C(C)C)C)N)C. Drug 2: CCC1(CC2CC(C3=C(CCN(C2)C1)C4=CC=CC=C4N3)(C5=C(C=C6C(=C5)C78CCN9C7C(C=CC9)(C(C(C8N6C)(C(=O)OC)O)OC(=O)C)CC)OC)C(=O)OC)O.OS(=O)(=O)O. Cell line: 786-0. Synergy scores: CSS=6.93, Synergy_ZIP=-3.21, Synergy_Bliss=3.37, Synergy_Loewe=-4.18, Synergy_HSA=2.46. (4) Drug 1: CC1=C(C(CCC1)(C)C)C=CC(=CC=CC(=CC(=O)O)C)C. Drug 2: C(CC(=O)O)C(=O)CN.Cl. Cell line: A498. Synergy scores: CSS=-1.60, Synergy_ZIP=-0.196, Synergy_Bliss=-0.771, Synergy_Loewe=-7.75, Synergy_HSA=-6.26.